Dataset: Reaction yield outcomes from USPTO patents with 853,638 reactions. Task: Predict the reaction yield, written as a fraction of the theoretical maximum amount of product (1.0 means a 100% yield; for example, 0.34 means a 34% yield). (1) The reactants are Br[C:2]1[CH:10]=[C:9]([CH:11]=[O:12])[CH:8]=[C:7]2[C:3]=1[CH:4]=[N:5][N:6]2[CH2:13][O:14][CH2:15][CH2:16][Si:17]([CH3:20])([CH3:19])[CH3:18].[N:21]1[CH:26]=[CH:25][CH:24]=[CH:23][C:22]=1B(O)O.CN(C=O)C.O.C([O-])([O-])=O.[K+].[K+]. The catalyst is C(OCC)(=O)C. The product is [N:21]1[CH:26]=[CH:25][C:24]([C:2]2[CH:10]=[C:9]([CH:11]=[O:12])[CH:8]=[C:7]3[C:3]=2[CH:4]=[N:5][N:6]3[CH2:13][O:14][CH2:15][CH2:16][Si:17]([CH3:20])([CH3:19])[CH3:18])=[CH:23][CH:22]=1. The yield is 0.620. (2) The reactants are [CH2:1]([C:3]1[C:12]2[CH2:11][CH2:10][CH2:9][CH2:8][C:7]=2[C:6]([N:13]2[C:17]([CH2:18][F:19])=[N:16][N:15]=[C:14]2[SH:20])=[CH:5][CH:4]=1)[CH3:2].C([O-])([O-])=O.[K+].[K+].Cl[CH2:28][C:29]([NH:31][C:32]1[CH:37]=[CH:36][C:35]([S:38](=[O:41])(=[O:40])[NH2:39])=[CH:34][C:33]=1[Cl:42])=[O:30].O. The catalyst is CN(C=O)C. The product is [Cl:42][C:33]1[CH:34]=[C:35]([S:38](=[O:41])(=[O:40])[NH2:39])[CH:36]=[CH:37][C:32]=1[NH:31][C:29](=[O:30])[CH2:28][S:20][C:14]1[N:13]([C:6]2[C:7]3[CH2:8][CH2:9][CH2:10][CH2:11][C:12]=3[C:3]([CH2:1][CH3:2])=[CH:4][CH:5]=2)[C:17]([CH2:18][F:19])=[N:16][N:15]=1. The yield is 0.470. (3) The reactants are [CH2:1]([O:8][N:9]([C@H:22]1[CH2:27][N:26]([C:28]([O:30][C:31]([CH3:34])([CH3:33])[CH3:32])=[O:29])[C@H:25]([C:35]2[S:39][N:38]=[CH:37][N:36]=2)[CH2:24][CH2:23]1)S(C1C=CC=CC=1[N+]([O-])=O)(=O)=O)[C:2]1[CH:7]=[CH:6][CH:5]=[CH:4][CH:3]=1.O[Li].O.SCC(O)=O. The catalyst is CN(C=O)C.CCOC(C)=O. The product is [CH2:1]([O:8][NH:9][C@H:22]1[CH2:27][N:26]([C:28]([O:30][C:31]([CH3:34])([CH3:33])[CH3:32])=[O:29])[C@H:25]([C:35]2[S:39][N:38]=[CH:37][N:36]=2)[CH2:24][CH2:23]1)[C:2]1[CH:7]=[CH:6][CH:5]=[CH:4][CH:3]=1. The yield is 0.750. (4) The reactants are [CH3:1][O:2][C:3]1[CH:4]=[CH:5][C:6]2[CH:10]=[CH:9][S:8][C:7]=2[CH:11]=1.Br[C:13]1[CH:18]=[CH:17][C:16]([F:19])=[CH:15][CH:14]=1.CC(C)(C)C(O)=O.C(=O)([O-])[O-].[K+].[K+]. The catalyst is CC(N(C)C)=O. The product is [F:19][C:16]1[CH:17]=[CH:18][C:13]([C:9]2[S:8][C:7]3[CH:11]=[C:3]([O:2][CH3:1])[CH:4]=[CH:5][C:6]=3[CH:10]=2)=[CH:14][CH:15]=1. The yield is 0.540. (5) The reactants are [Br-].[PH4+].[H-].[Na+].I[C:6]1[CH:7]=[C:8]([CH:11]=[C:12](OC)[C:13]=1OC)[CH:9]=O.[C:18](OCC)(=O)C.[CH3:24][CH2:25][CH2:26][CH2:27][CH2:28][CH3:29]. The catalyst is C(Cl)Cl. The product is [C:8]1(/[CH:9]=[CH:18]\[C:26]2[CH:25]=[CH:24][CH:29]=[CH:28][CH:27]=2)[CH:11]=[CH:12][CH:13]=[CH:6][CH:7]=1. The yield is 0.390.